This data is from Catalyst prediction with 721,799 reactions and 888 catalyst types from USPTO. The task is: Predict which catalyst facilitates the given reaction. (1) Reactant: C([N:4]1[CH2:9][CH2:8][N:7]([C:10]2[CH:32]=[CH:31][C:13]([NH:14][C:15]3[N:20]=[C:19]([C:21]4[N:25]([CH:26]([CH3:28])[CH3:27])[C:24]([CH3:29])=[N:23][CH:22]=4)[C:18]([F:30])=[CH:17][N:16]=3)=[CH:12][C:11]=2[CH3:33])[CH2:6][CH2:5]1)(=O)C.O.Cl. Product: [N:7]1([C:10]2[CH:32]=[CH:31][C:13]([NH:14][C:15]3[N:20]=[C:19]([C:21]4[N:25]([CH:26]([CH3:28])[CH3:27])[C:24]([CH3:29])=[N:23][CH:22]=4)[C:18]([F:30])=[CH:17][N:16]=3)=[CH:12][C:11]=2[CH3:33])[CH2:8][CH2:9][NH:4][CH2:5][CH2:6]1. The catalyst class is: 32. (2) Reactant: [Cl:1][C:2]1[CH:9]=[CH:8][C:7]([O:10][CH3:11])=[CH:6][C:3]=1[CH:4]=[O:5].[B-](F)(F)(F)F.[B-](F)(F)(F)F.C1[N+]2(CCl)CC[N+](F)(CC2)C1.[I:33]I.C([O-])(O)=O.[Na+]. The catalyst class is: 10. Product: [Cl:1][C:2]1[CH:9]=[C:8]([I:33])[C:7]([O:10][CH3:11])=[CH:6][C:3]=1[CH:4]=[O:5]. (3) Reactant: C(N(CC)CC)C.O.N1(O)C2C=CC=CC=2N=N1.[NH2:19][C:20]1[C:21]([C:26]([NH2:28])=[O:27])=[N:22][N:23]([CH3:25])[CH:24]=1.[Br:29][C:30]1[N:35]=[C:34]([C:36](O)=[O:37])[CH:33]=[CH:32][CH:31]=1.Cl.C(N=C=NCCCN(C)C)C. Product: [Br:29][C:30]1[N:35]=[C:34]([C:36]([NH:19][C:20]2[C:21]([C:26](=[O:27])[NH2:28])=[N:22][N:23]([CH3:25])[CH:24]=2)=[O:37])[CH:33]=[CH:32][CH:31]=1. The catalyst class is: 42. (4) Reactant: [C:1]1([OH:7])[CH:6]=[CH:5][CH:4]=[CH:3][CH:2]=1.[CH3:8][C:9]1[CH:16]=[C:15](F)[CH:14]=[C:13]([CH3:18])[C:10]=1[CH:11]=[O:12].C([O-])([O-])=O.[K+].[K+]. Product: [CH3:8][C:9]1[CH:16]=[C:15]([O:7][C:1]2[CH:6]=[CH:5][CH:4]=[CH:3][CH:2]=2)[CH:14]=[C:13]([CH3:18])[C:10]=1[CH:11]=[O:12]. The catalyst class is: 44.